This data is from Forward reaction prediction with 1.9M reactions from USPTO patents (1976-2016). The task is: Predict the product of the given reaction. Given the reactants Br[C:2]1[CH:11]=[CH:10][C:5]2[N:6]=[C:7]([NH2:9])[S:8][C:4]=2[CH:3]=1.C(=O)([O-])[O-].[K+].[K+].[C:18]([O:22][C:23]([NH:25][C:26]1[CH:31]=[CH:30][C:29](B(O)O)=[CH:28][CH:27]=1)=[O:24])([CH3:21])([CH3:20])[CH3:19].C1(P(C2C=CC=CC=2)C2C=CC=CC=2)C=CC=CC=1, predict the reaction product. The product is: [NH2:9][C:7]1[S:8][C:4]2[CH:3]=[C:2]([C:29]3[CH:28]=[CH:27][C:26]([NH:25][C:23](=[O:24])[O:22][C:18]([CH3:20])([CH3:19])[CH3:21])=[CH:31][CH:30]=3)[CH:11]=[CH:10][C:5]=2[N:6]=1.